Dataset: Catalyst prediction with 721,799 reactions and 888 catalyst types from USPTO. Task: Predict which catalyst facilitates the given reaction. (1) Reactant: C[O:2][C:3]1[CH:4]=[C:5]2[C:10](=[CH:11][CH:12]=1)[CH2:9][CH:8]([CH2:13][C:14]([O:16][CH2:17]C)=[O:15])[CH2:7][CH2:6]2.B(Br)(Br)Br. Product: [OH:2][C:3]1[CH:4]=[C:5]2[C:10](=[CH:11][CH:12]=1)[CH2:9][CH:8]([CH2:13][C:14]([O:16][CH3:17])=[O:15])[CH2:7][CH2:6]2. The catalyst class is: 4. (2) Reactant: C(OC([NH:11][C@H:12]1[CH2:17][CH2:16][CH2:15][CH2:14][C@@:13]1([CH2:22][CH3:23])[C:18]([O:20][CH3:21])=[O:19])=O)C1C=CC=CC=1. The catalyst class is: 19. Product: [NH2:11][C@H:12]1[CH2:17][CH2:16][CH2:15][CH2:14][C@@:13]1([CH2:22][CH3:23])[C:18]([O:20][CH3:21])=[O:19]. (3) Reactant: [CH2:1]([N:3]([CH2:6][CH3:7])[CH2:4][CH3:5])[CH3:2].[C:8](=[O:13])([O:11]C)[O:9][CH3:10].[CH2:14](N(CC)CC)C.C(=O)(OC)OC. Product: [CH3:10][O:9][C:8](=[O:11])[O-:13].[CH2:1]([N+:3]([CH2:6][CH3:7])([CH2:4][CH3:5])[CH3:14])[CH3:2]. The catalyst class is: 5. (4) Product: [Cl:3][C:4]1[CH:9]=[CH:8][C:7]([C@@H:10]([NH:12][CH2:13][CH2:14][C:15]2([NH2:25])[CH2:16][CH2:17][C:18]3([O:19][CH2:20][CH2:21][O:22]3)[CH2:23][CH2:24]2)[CH3:11])=[CH:6][CH:5]=1. Reactant: [OH-].[Na+].[Cl:3][C:4]1[CH:9]=[CH:8][C:7]([C@@H:10]([NH:12][CH2:13][CH2:14][C:15]2([NH:25]C(=O)C(F)(F)F)[CH2:24][CH2:23][C:18]3([O:22][CH2:21][CH2:20][O:19]3)[CH2:17][CH2:16]2)[CH3:11])=[CH:6][CH:5]=1. The catalyst class is: 5. (5) Reactant: C[Si]([N-][Si](C)(C)C)(C)C.[Na+].[NH2:11][C:12]1[CH:17]=[CH:16][CH:15]=[C:14]([Cl:18])[N:13]=1.[C:19](O[C:19]([O:21][C:22]([CH3:25])([CH3:24])[CH3:23])=[O:20])([O:21][C:22]([CH3:25])([CH3:24])[CH3:23])=[O:20].Cl. Product: [Cl:18][C:14]1[N:13]=[C:12]([NH:11][C:19](=[O:20])[O:21][C:22]([CH3:25])([CH3:24])[CH3:23])[CH:17]=[CH:16][CH:15]=1. The catalyst class is: 1. (6) Reactant: [CH3:1]COCC.[Li]C.[Br:8][C:9]1[CH:20]=[CH:19][C:12]([CH:13]=[CH:14][C:15]([O:17][CH3:18])=[O:16])=[CH:11][CH:10]=1. Product: [Br:8][C:9]1[CH:10]=[CH:11][C:12]([CH:13]([CH3:1])[CH2:14][C:15]([O:17][CH3:18])=[O:16])=[CH:19][CH:20]=1. The catalyst class is: 356.